This data is from Experimentally validated miRNA-target interactions with 360,000+ pairs, plus equal number of negative samples. The task is: Binary Classification. Given a miRNA mature sequence and a target amino acid sequence, predict their likelihood of interaction. (1) The miRNA is bta-miR-146b with sequence UGAGAACUGAAUUCCAUAGGCUGU. The protein sequence of the target gene is MSLHQFLLEPITCHAWNRDRTQIALSPNNHEVHIYKKNGSQWVKAHELKEHNGHITGIDWAPKSDRIVTCGADRNAYVWSQKDGVWKPTLVILRINRAATFVKWSPLENKFAVGSGARLISVCYFESENDWWVSKHIKKPIRSTVLSLDWHPNNVLLAAGSCDFKCRVFSAYIKEVDEKPASTPWGSKMPFGQLMSEFGGSGTGGWVHGVSFSASGSRLAWVSHDSTVSVADASKSVQVSTLKTEFLPLLSVSFVSENSVVAAGHDCCPMLFNYDDRGCLTFVSKLDIPKQSIQRNMSAM.... Result: 0 (no interaction). (2) The miRNA is hsa-miR-26b-3p with sequence CCUGUUCUCCAUUACUUGGCU. The protein sequence of the target gene is MEANQCPLVVEPSYPDLVINVGEVTLGEENRKKLQKIQRDQEKERVMRAACALLNSGGGVIRMAKKVEHPVEMGLDLEQSLRELIQSSDLQAFFETKQQGRCFYIFVKSWSSGPFPEDRSVKPRLCSLSSSLYRRSETSVRSMDSREAFCFLKTKRKPKILEEGPFHKIHKGVYQELPNSDPADPNSDPADLIFQKDYLEYGEILPFPESQLVEFKQFSTKHFQEYVKRTIPEYVPAFANTGGGYLFIGVDDKSREVLGCAKENVDPDSLRRKIEQAIYKLPCVHFCQPQRPITFTLKIV.... Result: 0 (no interaction). (3) The protein sequence of the target gene is MPLKLRGKKKAKSKETAGLVEGEPTGAGGGSLSASRAPARRLVFHAQLAHGSATGRVEGFSSIQELYAQIAGAFEISPSEILYCTLNTPKIDMERLLGGQLGLEDFIFAHVKGIEKEVNVYKSEDSLGLTITDNGVGYAFIKRIKDGGVIDSVKTICVGDHIESINGENIVGWRHYDVAKKLKELKKEELFTMKLIEPKKAFEIELRSKAGKSSGEKIGCGRATLRLRSKGPATVEEMPSETKAKAIEKIDDVLELYMGIRDIDLATTMFEAGKDKVNPDEFAVALDETLGDFAFPDEFV.... Result: 0 (no interaction). The miRNA is rno-miR-128-3p with sequence UCACAGUGAACCGGUCUCUUU. (4) The miRNA is hsa-miR-599 with sequence GUUGUGUCAGUUUAUCAAAC. The protein sequence of the target gene is MALLRGLLVLSLSCLQGPCFTFSPVSAVDLPGQQPVSEQAQQKLPLPALFKLDNQDFGDHATLKRSPGHCKSVPTAEETRRLAQAMMAFTTDLFSLVAQTSTSSNLVLSPLSVALALSHLALGAQNQTLHSLHRVLHMNTGSCLPHLLSHFYQNLGPGTIRLAARIYLQKGFPIKDDFLEQSERLFGAKPVKLTGKQEEDLANINQWVKEATEGKIEDFLSELPDSTVLLLLNAIHFHGFWRTKFDPSLTQKDFFHLDERFTVSVDMMHAVSYPLRWFLLEQPEIQVAHFPFKNNMSFVV.... Result: 0 (no interaction).